This data is from Reaction yield outcomes from USPTO patents with 853,638 reactions. The task is: Predict the reaction yield, written as a fraction of the theoretical maximum amount of product (1.0 means a 100% yield; for example, 0.34 means a 34% yield). (1) The reactants are Br[CH2:2][C:3]1[CH:8]=[CH:7][C:6]([CH2:9][C:10]([OH:12])=O)=[CH:5][CH:4]=1.S(Cl)(Cl)=O.[CH2:17]([NH2:24])[CH2:18][CH2:19][CH2:20][CH2:21][CH2:22][CH3:23].C(N(CC)C(C)C)(C)C.Cl.C([O-])([O-])=[O:36].[Ca+2]. The catalyst is C(Cl)(Cl)Cl.ClCCl.O.O1CCOCC1. The product is [CH2:17]([NH:24][C:10](=[O:12])[CH2:9][C:6]1[CH:5]=[CH:4][C:3]([CH2:2][OH:36])=[CH:8][CH:7]=1)[CH2:18][CH2:19][CH2:20][CH2:21][CH2:22][CH3:23]. The yield is 0.240. (2) The reactants are [Cl:1][C:2]1[N:3]=[C:4]2[N:8]([C:9]=1[S:10](Cl)(=[O:12])=[O:11])[CH:7]=[CH:6][S:5]2.[OH-].[NH4+:15]. The catalyst is C(#N)C. The product is [Cl:1][C:2]1[N:3]=[C:4]2[N:8]([C:9]=1[S:10]([NH2:15])(=[O:12])=[O:11])[CH:7]=[CH:6][S:5]2. The yield is 0.880.